This data is from Forward reaction prediction with 1.9M reactions from USPTO patents (1976-2016). The task is: Predict the product of the given reaction. (1) Given the reactants [CH3:1][C:2]([CH3:31])([CH3:30])[C@H:3]([NH:8][C:9]([N:11]1[C:19]2[CH2:18][CH2:17][N:16]([CH3:20])[CH2:15][C:14]=2[C:13]([C:21]2[CH:26]=[C:25]([F:27])[C:24]([F:28])=[CH:23][C:22]=2F)=[N:12]1)=[O:10])[C:4]([NH:6][CH3:7])=[O:5].FC1C=C(C2C3CN(C([O:51][C:52](C)([CH3:54])[CH3:53])=O)CCC=3NN=2)C=CC=1F, predict the reaction product. The product is: [F:27][C:25]1[CH:26]=[C:21]([C:13]2[C:14]3[CH2:15][N:16]([CH3:20])[CH2:17][CH2:18][C:19]=3[N:11]([C:9]([NH:8][C@@H:3]([C:2]([CH3:30])([CH3:31])[CH3:1])[C:4]([N:6]3[CH2:7][CH2:54][C@H:52]([OH:51])[CH2:53]3)=[O:5])=[O:10])[N:12]=2)[CH:22]=[CH:23][C:24]=1[F:28]. (2) Given the reactants C(NC(C)C)(C)C.[Li]CCCC.[CH3:13][O:14][C:15]([C:17]1[S:18][CH:19]=[CH:20][C:21]=1[N:22]([C:36]([C@H:38]1[CH2:43][CH2:42][C@H:41]([CH3:44])[CH2:40][CH2:39]1)=[O:37])[C@H:23]1[CH2:28][CH2:27][C@H:26]([O:29][CH:30]2[CH2:35][CH2:34][CH2:33][CH2:32][O:31]2)[CH2:25][CH2:24]1)=[O:16].[C:45]1(=[O:51])[CH2:50][CH2:49][CH2:48][CH:47]=[CH:46]1.[NH4+].[Cl-], predict the reaction product. The product is: [CH3:13][O:14][C:15]([C:17]1[S:18][C:19]([C:45]2([OH:51])[CH2:50][CH2:49][CH2:48][CH:47]=[CH:46]2)=[CH:20][C:21]=1[N:22]([C:36]([C@H:38]1[CH2:39][CH2:40][C@H:41]([CH3:44])[CH2:42][CH2:43]1)=[O:37])[C@H:23]1[CH2:24][CH2:25][C@H:26]([O:29][CH:30]2[CH2:35][CH2:34][CH2:33][CH2:32][O:31]2)[CH2:27][CH2:28]1)=[O:16]. (3) Given the reactants [Br:1]N1C(=O)CCC1=O.[F:9][C:10]1[CH:15]=[CH:14][C:13]([C:16]2[CH:17]([C:28]3[CH:33]=[CH:32][C:31]([I:34])=[CH:30][CH:29]=3)[O:18][C:19]3[C:24]([C:25]=2[CH3:26])=[CH:23][C:22]([OH:27])=[CH:21][CH:20]=3)=[CH:12][CH:11]=1, predict the reaction product. The product is: [Br:1][C:21]1[CH:20]=[C:19]2[C:24]([C:25]([CH3:26])=[C:16]([C:13]3[CH:14]=[CH:15][C:10]([F:9])=[CH:11][CH:12]=3)[CH:17]([C:28]3[CH:29]=[CH:30][C:31]([I:34])=[CH:32][CH:33]=3)[O:18]2)=[CH:23][C:22]=1[OH:27]. (4) Given the reactants C[O:2][C:3](=[O:32])[CH:4]([O:6][C:7]1[CH:16]=[CH:15][C:14]([F:17])=[C:13]2[C:8]=1[C:9]([CH3:31])=[C:10]([CH2:22][C:23]1[CH:28]=[CH:27][C:26]([Cl:29])=[CH:25][C:24]=1[Cl:30])[C:11]([O:18][CH:19]([F:21])[F:20])=[N:12]2)[CH3:5].CO.[OH-].[Li+], predict the reaction product. The product is: [Cl:30][C:24]1[CH:25]=[C:26]([Cl:29])[CH:27]=[CH:28][C:23]=1[CH2:22][C:10]1[C:11]([O:18][CH:19]([F:20])[F:21])=[N:12][C:13]2[C:8]([C:9]=1[CH3:31])=[C:7]([O:6][CH:4]([CH3:5])[C:3]([OH:32])=[O:2])[CH:16]=[CH:15][C:14]=2[F:17]. (5) Given the reactants [C:1]([O:5][C:6]([N:8]1[CH2:13][CH2:12][C:11]([O:36][Si:37]([C:40]([CH3:43])([CH3:42])[CH3:41])([CH3:39])[CH3:38])([C:14]2[N:15]([CH2:27][CH2:28][O:29]C3CCCCO3)[CH:16]=[C:17]([C:19]3[CH:24]=[CH:23][C:22]([F:25])=[C:21]([CH3:26])[CH:20]=3)[N:18]=2)[CH2:10][CH2:9]1)=[O:7])([CH3:4])([CH3:3])[CH3:2].O.C1(C)C=CC(S(O)(=O)=O)=CC=1, predict the reaction product. The product is: [C:1]([O:5][C:6]([N:8]1[CH2:9][CH2:10][C:11]([O:36][Si:37]([C:40]([CH3:43])([CH3:42])[CH3:41])([CH3:38])[CH3:39])([C:14]2[N:15]([CH2:27][CH2:28][OH:29])[CH:16]=[C:17]([C:19]3[CH:24]=[CH:23][C:22]([F:25])=[C:21]([CH3:26])[CH:20]=3)[N:18]=2)[CH2:12][CH2:13]1)=[O:7])([CH3:3])([CH3:2])[CH3:4]. (6) The product is: [CH3:1][S:2][CH2:3][CH2:4][CH2:5][S:6]([NH2:10])(=[O:8])=[O:7]. Given the reactants [CH3:1][S:2][CH2:3][CH2:4][CH2:5][S:6](Cl)(=[O:8])=[O:7].[NH3:10], predict the reaction product. (7) Given the reactants [CH2:1]([N:3]1[CH2:7][C:6](=[O:8])[N:5]([C@@H:9]2[CH2:13][CH2:12][NH:11][CH2:10]2)[C:4]1=[O:14])[CH3:2].[F:15][C:16]1[CH:24]=[CH:23][C:22]([CH:25]=[O:26])=[CH:21][C:17]=1[C:18](O)=[O:19].F[P-](F)(F)(F)(F)F.N1(OC(N(C)C)=[N+](C)C)C2C=CC=CC=2N=N1.C(N(CC)C(C)C)(C)C, predict the reaction product. The product is: [CH2:1]([N:3]1[CH2:7][C:6](=[O:8])[N:5]([C@@H:9]2[CH2:13][CH2:12][N:11]([C:18]([C:17]3[CH:21]=[C:22]([CH:23]=[CH:24][C:16]=3[F:15])[CH:25]=[O:26])=[O:19])[CH2:10]2)[C:4]1=[O:14])[CH3:2]. (8) Given the reactants FC(F)(F)S(O[C:7]1[C:11]2[C:12]([O:16][CH3:17])=[N:13][CH:14]=[CH:15][C:10]=2[N:9]([CH:18]2[CH2:22][CH2:21][CH2:20][CH2:19]2)[N:8]=1)(=O)=O.[NH2:25][C:26]1[CH:27]=[C:28]([S:32]([NH2:35])(=[O:34])=[O:33])[CH:29]=[CH:30][CH:31]=1.CC1(C)C2C=CC=C(P(C3C=CC=CC=3)C3C=CC=CC=3)C=2OC2C1=CC=CC=2P(C1C=CC=CC=1)C1C=CC=CC=1.C(=O)([O-])[O-].[Cs+].[Cs+], predict the reaction product. The product is: [CH:18]1([N:9]2[C:10]3[CH:15]=[CH:14][N:13]=[C:12]([O:16][CH3:17])[C:11]=3[C:7]([NH:25][C:26]3[CH:27]=[C:28]([S:32]([NH2:35])(=[O:33])=[O:34])[CH:29]=[CH:30][CH:31]=3)=[N:8]2)[CH2:19][CH2:20][CH2:21][CH2:22]1. (9) Given the reactants [N:1]1([C:9]2[CH:14]=[CH:13][C:12]([C:15]3[CH:20]=[CH:19][C:18]([O:21][CH2:22][CH2:23][O:24][CH2:25][CH2:26][CH2:27][CH3:28])=[CH:17][CH:16]=3)=[CH:11][C:10]=2/[CH:29]=[CH:30]/[C:31]([O:33]CC)=[O:32])[CH2:8][CH2:7][CH2:6][CH2:5][CH2:4][CH2:3][CH2:2]1.[OH-].[Na+].Cl, predict the reaction product. The product is: [N:1]1([C:9]2[CH:14]=[CH:13][C:12]([C:15]3[CH:20]=[CH:19][C:18]([O:21][CH2:22][CH2:23][O:24][CH2:25][CH2:26][CH2:27][CH3:28])=[CH:17][CH:16]=3)=[CH:11][C:10]=2/[CH:29]=[CH:30]/[C:31]([OH:33])=[O:32])[CH2:2][CH2:3][CH2:4][CH2:5][CH2:6][CH2:7][CH2:8]1.